This data is from Experimentally validated miRNA-target interactions with 360,000+ pairs, plus equal number of negative samples. The task is: Binary Classification. Given a miRNA mature sequence and a target amino acid sequence, predict their likelihood of interaction. The miRNA is hsa-miR-6769a-5p with sequence AGGUGGGUAUGGAGGAGCCCU. The protein sequence of the target gene is MDEKTKKAEEMALSLTRAVAGGDEQVAMKCAIWLAEQRVPLSVQLKPEVSPTQDIRLWVSVEDAQMHTVTIWLTVRPDMTVASLKDMVFLDYGFPPVLQQWVIGQRLARDQETLHSHGVRQNGDSAYLYLLSARNTSLNPQELQRERQLRMLEDLGFKDLTLQPRGPLEPGPPKPGVPQEPGRGQPDAVPEPPPVGWQCPGCTFINKPTRPGCEMCCRARPEAYQVPASYQPDEEERARLAGEEEALRQYQQRKQQQQEGNYLQHVQLDQRSLVLNTEPAECPVCYSVLAPGEAVVLREC.... Result: 1 (interaction).